The task is: Predict the reactants needed to synthesize the given product.. This data is from Full USPTO retrosynthesis dataset with 1.9M reactions from patents (1976-2016). (1) The reactants are: [CH3:1][N:2]1[C:6]([C:7](=[O:9])[CH3:8])=[CH:5][N:4]=[C:3]1[C:10]([F:13])([F:12])[F:11]. Given the product [CH3:1][N:2]([CH3:6])/[CH:3]=[CH:8]/[C:7]([C:6]1[N:2]([CH3:1])[C:3]([C:10]([F:12])([F:13])[F:11])=[N:4][CH:5]=1)=[O:9], predict the reactants needed to synthesize it. (2) Given the product [OH:27][C:24]([CH3:25])([CH3:26])[CH2:23][C@@:14]1([C:17]2[CH:18]=[CH:19][CH:20]=[CH:21][CH:22]=2)[O:13][C:12](=[O:28])[N:11]([C@H:9]([C:6]2[CH:5]=[CH:4][C:3]([C:1]#[C:2][C:30]3[CH:35]=[CH:34][NH:33][C:32](=[O:36])[CH:31]=3)=[CH:8][CH:7]=2)[CH3:10])[CH2:16][CH2:15]1, predict the reactants needed to synthesize it. The reactants are: [C:1]([C:3]1[CH:8]=[CH:7][C:6]([C@@H:9]([N:11]2[CH2:16][CH2:15][C@:14]([CH2:23][C:24]([OH:27])([CH3:26])[CH3:25])([C:17]3[CH:22]=[CH:21][CH:20]=[CH:19][CH:18]=3)[O:13][C:12]2=[O:28])[CH3:10])=[CH:5][CH:4]=1)#[CH:2].I[C:30]1[CH:35]=[CH:34][NH:33][C:32](=[O:36])[CH:31]=1. (3) Given the product [O:1]1[CH2:2][CH2:3][C:4](=[O:11])[CH2:16][C:5]2[CH:6]=[CH:7][CH:8]=[CH:9][C:10]1=2, predict the reactants needed to synthesize it. The reactants are: [O:1]1[C:10]2[C:5](=[CH:6][CH:7]=[CH:8][CH:9]=2)[C:4](=[O:11])[CH2:3][CH2:2]1.B(F)(F)F.[CH3:16]COCC.[Si](C=[N+]=[N-])(C)(C)C.C([O-])(O)=O.[Na+]. (4) The reactants are: [ClH:1].[CH3:2][N:3]([CH3:21])[C@H:4]1[C:12]2[C:7](=[CH:8][CH:9]=[C:10]([C:13]3[C:14]([CH3:20])=[N:15][N:16]([CH3:19])[C:17]=3[CH3:18])[CH:11]=2)[CH2:6][CH2:5]1. Given the product [ClH:1].[CH3:21][N:3]([CH3:2])[C@H:4]1[C:12]2[C:7](=[CH:8][CH:9]=[C:10]([C:13]3[C:14]([CH3:20])=[N:15][N:16]([CH3:19])[C:17]=3[CH3:18])[CH:11]=2)[CH2:6][CH2:5]1, predict the reactants needed to synthesize it. (5) Given the product [OH:8][C:9]1[CH:38]=[CH:37][CH:36]=[CH:35][C:10]=1[O:11][CH:12]1[CH2:13][CH2:14][N:15]([C:18](=[O:34])[CH2:19][NH:20][C:21]([C:23]2[CH:27]=[C:26]([C:28]3[CH:29]=[CH:30][CH:31]=[CH:32][CH:33]=3)[NH:25][N:24]=2)=[O:22])[CH2:16][CH2:17]1, predict the reactants needed to synthesize it. The reactants are: C([O:8][C:9]1[CH:38]=[CH:37][CH:36]=[CH:35][C:10]=1[O:11][CH:12]1[CH2:17][CH2:16][N:15]([C:18](=[O:34])[CH2:19][NH:20][C:21]([C:23]2[CH:27]=[C:26]([C:28]3[CH:33]=[CH:32][CH:31]=[CH:30][CH:29]=3)[NH:25][N:24]=2)=[O:22])[CH2:14][CH2:13]1)C1C=CC=CC=1.C1(C2NN=C(C(NCC(O)=O)=O)C=2)C=CC=CC=1.Cl.C(OOC1C=CC=CC=1NC1CCNCC1)C1C=CC=CC=1.Cl.ClC1C=CC=CC=1OC1CCNCC1. (6) Given the product [NH2:10][C@@H:11]([CH2:12][C:13]1([CH3:18])[CH2:17][CH2:16][CH2:15][CH2:14]1)[C:19]([NH:20][C@H:21]([CH:24]([C:26]1[O:27][C:28]2[CH:34]=[CH:33][CH:32]=[CH:31][C:29]=2[N:30]=1)[OH:25])[CH2:22][CH3:23])=[O:35], predict the reactants needed to synthesize it. The reactants are: C(OC(=O)[NH:10][CH:11]([C:19](=[O:35])[NH:20][CH:21]([CH:24]([C:26]1[O:27][C:28]2[CH:34]=[CH:33][CH:32]=[CH:31][C:29]=2[N:30]=1)[OH:25])[CH2:22][CH3:23])[CH2:12][C:13]1([CH3:18])[CH2:17][CH2:16][CH2:15][CH2:14]1)C1C=CC=CC=1. (7) The reactants are: [O:1]=[C:2]1[C@@H:8]([NH:9][C:10](=[O:25])[C@@H:11]([OH:24])[C@@H:12]([NH:16]C(OC(C)(C)C)=O)[CH:13]([CH3:15])[CH3:14])[CH2:7][CH2:6][CH2:5][CH2:4][NH:3]1.N[C@@H](C(C)C)[C@@H](O)C(N[C@H]1CCCCNC1=O)=O. Given the product [NH2:16][C@@H:12]([CH:13]([CH3:15])[CH3:14])[C@H:11]([OH:24])[C:10]([NH:9][C@H:8]1[CH2:7][CH2:6][CH2:5][CH2:4][NH:3][C:2]1=[O:1])=[O:25], predict the reactants needed to synthesize it. (8) Given the product [Br:1][C:2]1[CH:7]=[CH:6][C:5]([O:8][CH2:19][CH:18]2[CH2:21][CH2:22][CH2:23][N:17]2[C:15]([O:14][C:10]([CH3:11])([CH3:13])[CH3:12])=[O:16])=[C:4]([F:9])[CH:3]=1, predict the reactants needed to synthesize it. The reactants are: [Br:1][C:2]1[CH:7]=[CH:6][C:5]([OH:8])=[C:4]([F:9])[CH:3]=1.[C:10]([O:14][C:15]([N:17]1[CH2:23][CH2:22][CH2:21][C@H:18]1[CH2:19]O)=[O:16])([CH3:13])([CH3:12])[CH3:11].CC(OC(/N=N/C(OC(C)C)=O)=O)C. (9) Given the product [NH:1]1[C:9]2[C:4](=[CH:5][CH:6]=[CH:7][C:8]=2[C:10]([NH2:15])=[O:12])[CH:3]=[CH:2]1, predict the reactants needed to synthesize it. The reactants are: [NH:1]1[C:9]2[C:4](=[CH:5][CH:6]=[CH:7][C:8]=2[C:10]([OH:12])=O)[CH:3]=[CH:2]1.CC[N:15]=C=NCCCN(C)C.C1C=CC2N(O)N=NC=2C=1. (10) Given the product [C:2]1([C:2]2[CH:7]=[CH:6][CH:5]=[CH:4][CH:3]=2)[CH:7]=[CH:6][C:5]([C@@H:8]2[CH2:10][C@H:9]2[NH:11][C:12](=[O:18])[O:13][C:14]([CH3:17])([CH3:16])[CH3:15])=[CH:4][CH:3]=1, predict the reactants needed to synthesize it. The reactants are: Br[C:2]1[CH:7]=[CH:6][C:5]([C@@H:8]2[CH2:10][C@H:9]2[NH:11][C:12](=[O:18])[O:13][C:14]([CH3:17])([CH3:16])[CH3:15])=[CH:4][CH:3]=1.B(O)O.C([O-])([O-])=O.[K+].[K+].O.